Task: Predict the product of the given reaction.. Dataset: Forward reaction prediction with 1.9M reactions from USPTO patents (1976-2016) (1) Given the reactants C([Li])CCC.C(NC(C)C)(C)C.[O:13]1[CH:17]=[CH:16][CH:15]=[C:14]1[CH:18]1[O:22][CH2:21][CH2:20][O:19]1.[F:23][C:24]1[CH:31]=[CH:30][C:27]([CH:28]=[O:29])=[CH:26][CH:25]=1, predict the reaction product. The product is: [O:19]1[CH2:20][CH2:21][O:22][CH:18]1[C:14]1[O:13][C:17]([CH:28]([C:27]2[CH:30]=[CH:31][C:24]([F:23])=[CH:25][CH:26]=2)[OH:29])=[CH:16][CH:15]=1. (2) Given the reactants Cl[C:2]1[CH:7]=[C:6]([Cl:8])[CH:5]=[C:4]([C:9]2[CH:14]=[CH:13][C:12]([O:15][CH:16]([CH3:18])[CH3:17])=[CH:11][CH:10]=2)[N:3]=1.C([Sn](CCCC)(CCCC)[C:24]1[N:29]=[CH:28][CH:27]=[CH:26][N:25]=1)CCC.[F-].[Cs+], predict the reaction product. The product is: [Cl:8][C:6]1[CH:5]=[C:4]([C:9]2[CH:14]=[CH:13][C:12]([O:15][CH:16]([CH3:18])[CH3:17])=[CH:11][CH:10]=2)[N:3]=[C:2]([C:24]2[N:29]=[CH:28][CH:27]=[CH:26][N:25]=2)[CH:7]=1. (3) Given the reactants [OH:1][NH:2][C:3](=[NH:22])[C:4]1[CH:21]=[CH:20][C:7]2[CH2:8][N:9]([C:13]([O:15][C:16]([CH3:19])([CH3:18])[CH3:17])=[O:14])[CH2:10][CH2:11][O:12][C:6]=2[CH:5]=1.[Cl:23][C:24]1[CH:25]=[C:26]([CH:30]=[CH:31][C:32]=1[O:33][CH:34]([CH3:36])[CH3:35])[C:27](O)=O.C(Cl)CCl.C1C=CC2N(O)N=NC=2C=1, predict the reaction product. The product is: [Cl:23][C:24]1[CH:25]=[C:26]([C:27]2[O:1][N:2]=[C:3]([C:4]3[CH:21]=[CH:20][C:7]4[CH2:8][N:9]([C:13]([O:15][C:16]([CH3:17])([CH3:18])[CH3:19])=[O:14])[CH2:10][CH2:11][O:12][C:6]=4[CH:5]=3)[N:22]=2)[CH:30]=[CH:31][C:32]=1[O:33][CH:34]([CH3:35])[CH3:36]. (4) Given the reactants Cl[C:2]1[CH:7]=[CH:6][C:5]([N+:8]([O-:10])=[O:9])=[CH:4][N:3]=1.[CH3:11][C:12]1[CH:17]=[CH:16][C:15]([OH:18])=[CH:14][CH:13]=1.C([O-])([O-])=O.[K+].[K+].O, predict the reaction product. The product is: [N+:8]([C:5]1[CH:6]=[CH:7][C:2]([O:18][C:15]2[CH:16]=[CH:17][C:12]([CH3:11])=[CH:13][CH:14]=2)=[N:3][CH:4]=1)([O-:10])=[O:9]. (5) Given the reactants [Br:1][CH2:2][C:3]([O:5][C:6]1([CH2:11][CH3:12])[CH2:10][CH2:9][CH2:8][CH2:7]1)=[O:4].[Br-].[OH:14][C:15]1[C:20]([CH3:21])=[CH:19][C:18]([S+:22]2[C:26]3[CH:27]=[CH:28][CH:29]=[CH:30][C:25]=3[C:24]3[CH:31]=[CH:32][CH:33]=[CH:34][C:23]2=3)=[CH:17][C:16]=1[CH3:35].C(=O)([O-])[O-].[Cs+].[Cs+], predict the reaction product. The product is: [Br-:1].[CH2:11]([C:6]1([O:5][C:3](=[O:4])[CH2:2][O:14][C:15]2[C:16]([CH3:35])=[CH:17][C:18]([S+:22]3[C:23]4[CH:34]=[CH:33][CH:32]=[CH:31][C:24]=4[C:25]4[CH:30]=[CH:29][CH:28]=[CH:27][C:26]3=4)=[CH:19][C:20]=2[CH3:21])[CH2:10][CH2:9][CH2:8][CH2:7]1)[CH3:12].